Dataset: Forward reaction prediction with 1.9M reactions from USPTO patents (1976-2016). Task: Predict the product of the given reaction. (1) Given the reactants [Br:1][C:2]1[CH:3]=[C:4]([CH:6]=[C:7]([N+:9]([O-:11])=[O:10])[CH:8]=1)[NH2:5].C1(C)C=CC=CC=1.[C:19](Cl)(Cl)=[O:20], predict the reaction product. The product is: [Br:1][C:2]1[CH:3]=[C:4]([N:5]=[C:19]=[O:20])[CH:6]=[C:7]([N+:9]([O-:11])=[O:10])[CH:8]=1. (2) Given the reactants C(=O)([O-])[O-].[Cs+].[Cs+].[OH:7][C:8]1[CH:13]=[CH:12][C:11]([CH2:14][C:15]([OH:17])=[O:16])=[CH:10][CH:9]=1.Cl[C:19]1[C:28]2[C:23](=[CH:24][C:25]([O:31][CH3:32])=[C:26]([O:29][CH3:30])[CH:27]=2)[N:22]=[CH:21][CH:20]=1, predict the reaction product. The product is: [CH3:30][O:29][C:26]1[CH:27]=[C:28]2[C:23](=[CH:24][C:25]=1[O:31][CH3:32])[N:22]=[CH:21][CH:20]=[C:19]2[O:7][C:8]1[CH:9]=[CH:10][C:11]([CH2:14][C:15]([OH:17])=[O:16])=[CH:12][CH:13]=1. (3) Given the reactants [Cl:1][C:2]1[CH:3]=[C:4]([C:8]2[C:13]([O:14][CH3:15])=[CH:12][CH:11]=[C:10]([CH2:16][C:17]3[CH:18]=[CH:19][C:20]([NH2:23])=[N:21][CH:22]=3)[C:9]=2[F:24])[CH:5]=[CH:6][CH:7]=1.Br[CH2:26][C:27](=O)[C:28]([O:30][CH2:31][CH3:32])=[O:29].C([O-])(O)=O.[Na+], predict the reaction product. The product is: [CH2:31]([O:30][C:28]([C:27]1[N:23]=[C:20]2[CH:19]=[CH:18][C:17]([CH2:16][C:10]3[C:9]([F:24])=[C:8]([C:4]4[CH:5]=[CH:6][CH:7]=[C:2]([Cl:1])[CH:3]=4)[C:13]([O:14][CH3:15])=[CH:12][CH:11]=3)=[CH:22][N:21]2[CH:26]=1)=[O:29])[CH3:32]. (4) Given the reactants Br[CH2:2][C:3]([C:5]1[CH:13]=[CH:12][C:8]([C:9]([OH:11])=[O:10])=[CH:7][CH:6]=1)=O.[N:14]1[CH:19]=[CH:18][CH:17]=[C:16]([NH:20][C:21]([NH2:23])=[S:22])[CH:15]=1, predict the reaction product. The product is: [N:14]1[CH:19]=[CH:18][CH:17]=[C:16]([NH:20][C:21]2[S:22][CH:2]=[C:3]([C:5]3[CH:13]=[CH:12][C:8]([C:9]([OH:11])=[O:10])=[CH:7][CH:6]=3)[N:23]=2)[CH:15]=1. (5) Given the reactants [O:1]=[C:2]1[CH:7]([N:8]2[CH2:16][C:15]3[C:10](=[CH:11][CH:12]=[C:13]([CH2:17][NH:18][C:19](=[O:45])[NH:20][C:21]4[CH:22]=[CH:23][C:24]([CH3:44])=[C:25]([CH:43]=4)[O:26][C:27](=[O:42])[CH2:28][N:29]4[CH2:34][CH2:33][N:32](C(OC(C)(C)C)=O)[CH2:31][CH2:30]4)[CH:14]=3)[C:9]2=[O:46])[CH2:6][CH2:5][C:4](=[O:47])[NH:3]1.[ClH:48], predict the reaction product. The product is: [ClH:48].[N:29]1([CH2:28][C:27]([O:26][C:25]2[CH:43]=[C:21]([NH:20][C:19]([NH:18][CH2:17][C:13]3[CH:14]=[C:15]4[C:10](=[CH:11][CH:12]=3)[C:9](=[O:46])[N:8]([CH:7]3[CH2:6][CH2:5][C:4](=[O:47])[NH:3][C:2]3=[O:1])[CH2:16]4)=[O:45])[CH:22]=[CH:23][C:24]=2[CH3:44])=[O:42])[CH2:34][CH2:33][NH:32][CH2:31][CH2:30]1. (6) Given the reactants [C:1]([N:4]1[CH2:19][CH2:18][CH2:17][C:5]21[C:8](=[O:9])[N:7]([C@@H:10]([C@H:14]([OH:16])[CH3:15])[C:11]([OH:13])=O)[CH2:6]2)(=[O:3])[CH3:2].CCN(C(C)C)C(C)C.[N:29]1[CH:34]=[CH:33][CH:32]=[N:31][C:30]=1[CH2:35][NH2:36].CCN=C=NCCCN(C)C.C1C=CC2N(O)N=NC=2C=1, predict the reaction product. The product is: [C:1]([N:4]1[CH2:19][CH2:18][CH2:17][C:5]21[C:8](=[O:9])[N:7]([C@@H:10]([C@H:14]([OH:16])[CH3:15])[C:11]([NH:36][CH2:35][C:30]1[N:31]=[CH:32][CH:33]=[CH:34][N:29]=1)=[O:13])[CH2:6]2)(=[O:3])[CH3:2].